From a dataset of Forward reaction prediction with 1.9M reactions from USPTO patents (1976-2016). Predict the product of the given reaction. (1) The product is: [CH2:1]([N:5]1[C:13]2[N:12]=[C:11]([Cl:14])[NH:10][C:9]=2[C:8](=[O:15])[N:7]([CH2:16][CH2:17][C:26]([O:28][CH2:29][CH3:30])=[O:27])[C:6]1=[O:22])[CH2:2][CH2:3][CH3:4]. Given the reactants [CH2:1]([N:5]1[C:13]2[N:12]=[C:11]([Cl:14])[NH:10][C:9]=2[C:8](=[O:15])[N:7]([CH2:16][C:17](OCC)=O)[C:6]1=[O:22])[CH2:2][CH2:3][CH3:4].BrCC[C:26]([O:28][CH2:29][CH3:30])=[O:27].C(=O)([O-])[O-].[Cs+].[Cs+], predict the reaction product. (2) Given the reactants [CH:1](O)=[O:2].C(OC(=O)C)(=O)C.[OH:11][NH:12][CH:13]([CH2:36][CH2:37][CH2:38][C:39]1[N:44]=[CH:43][CH:42]=[CH:41][N:40]=1)[CH2:14][S:15]([N:18]1[CH2:23][CH2:22][N:21]([C:24]2[N:29]=[CH:28][C:27]([O:30][CH2:31][C:32]([F:35])([F:34])[F:33])=[CH:26][N:25]=2)[CH2:20][CH2:19]1)(=[O:17])=[O:16], predict the reaction product. The product is: [OH:11][N:12]([C@H:13]([CH2:14][S:15]([N:18]1[CH2:23][CH2:22][N:21]([C:24]2[N:29]=[CH:28][C:27]([O:30][CH2:31][C:32]([F:33])([F:34])[F:35])=[CH:26][N:25]=2)[CH2:20][CH2:19]1)(=[O:17])=[O:16])[CH2:36][CH2:37][CH2:38][C:39]1[N:44]=[CH:43][CH:42]=[CH:41][N:40]=1)[CH:1]=[O:2]. (3) Given the reactants [NH:1]1[C:5]2=[CH:6][N:7]=[CH:8][CH:9]=[C:4]2[CH:3]=[C:2]1[C:10]([O:12][CH2:13][CH3:14])=[O:11].[H-].[Na+].[C:17](O[C:17]([O:19][C:20]([CH3:23])([CH3:22])[CH3:21])=[O:18])([O:19][C:20]([CH3:23])([CH3:22])[CH3:21])=[O:18], predict the reaction product. The product is: [N:1]1([C:17]([O:19][C:20]([CH3:23])([CH3:22])[CH3:21])=[O:18])[C:5]2=[CH:6][N:7]=[CH:8][CH:9]=[C:4]2[CH:3]=[C:2]1[C:10]([O:12][CH2:13][CH3:14])=[O:11].